From a dataset of Full USPTO retrosynthesis dataset with 1.9M reactions from patents (1976-2016). Predict the reactants needed to synthesize the given product. (1) Given the product [ClH:31].[ClH:31].[C:25]1([C:23]2[C:22]3[C:17](=[N:18][CH:19]=[CH:20][N:21]=3)[N:16]=[C:15]([NH:14][CH:11]3[CH2:12][CH2:13][NH:8][CH2:9][CH2:10]3)[N:24]=2)[CH:26]=[CH:27][CH:28]=[CH:29][CH:30]=1, predict the reactants needed to synthesize it. The reactants are: C(OC([N:8]1[CH2:13][CH2:12][CH:11]([NH:14][C:15]2[N:24]=[C:23]([C:25]3[CH:30]=[CH:29][CH:28]=[CH:27][CH:26]=3)[C:22]3[C:17](=[N:18][CH:19]=[CH:20][N:21]=3)[N:16]=2)[CH2:10][CH2:9]1)=O)(C)(C)C.[ClH:31]. (2) Given the product [CH2:43]([O:50][C:51]([NH:53][C:54]([CH3:59])([CH3:58])[C:55]([N:28]1[CH2:27][C:26](=[O:25])[C:38]2[C:37]3[C:36]([C:39]([O:41][CH3:42])=[O:40])=[CH:35][CH:34]=[CH:33][C:32]=3[NH:31][C:30]=2[CH2:29]1)=[O:56])=[O:52])[C:44]1[CH:49]=[CH:48][CH:47]=[CH:46][CH:45]=1, predict the reactants needed to synthesize it. The reactants are: CN(C(ON1N=NC2C=CC=NC1=2)=[N+](C)C)C.F[P-](F)(F)(F)(F)F.[O:25]=[C:26]1[C:38]2[C:37]3[C:36]([C:39]([O:41][CH3:42])=[O:40])=[CH:35][CH:34]=[CH:33][C:32]=3[NH:31][C:30]=2[CH2:29][NH:28][CH2:27]1.[CH2:43]([O:50][C:51]([NH:53][C:54]([CH3:59])([CH3:58])[C:55](O)=[O:56])=[O:52])[C:44]1[CH:49]=[CH:48][CH:47]=[CH:46][CH:45]=1.C(N(C(C)C)CC)(C)C. (3) The reactants are: [Br:1][C:2]1[CH:7]=[CH:6][C:5]([C:8]2[N:13]=[C:12](Cl)[N:11]3[CH:15]=[CH:16][N:17]=[C:10]3[CH:9]=2)=[CH:4][CH:3]=1.C(=O)([O-])[O-].[K+].[K+].CC1(C)C(C)(C)OB([C:32]2[CH:33]=[N:34][N:35]([CH2:37][O:38][CH2:39][CH2:40][Si:41]([CH3:44])([CH3:43])[CH3:42])[CH:36]=2)O1.O. Given the product [Br:1][C:2]1[CH:7]=[CH:6][C:5]([C:8]2[N:13]=[C:12]([C:32]3[CH:33]=[N:34][N:35]([CH2:37][O:38][CH2:39][CH2:40][Si:41]([CH3:44])([CH3:43])[CH3:42])[CH:36]=3)[N:11]3[CH:15]=[CH:16][N:17]=[C:10]3[CH:9]=2)=[CH:4][CH:3]=1, predict the reactants needed to synthesize it. (4) Given the product [Cl:1][C:2]1[CH:7]=[CH:6][C:5]([N:8]([C@H:9]2[C:18]3[C:13](=[CH:14][CH:15]=[CH:16][CH:17]=3)[N:12]([C:19]([C:21]3[CH:31]=[CH:30][C:24]4[N:25]([CH3:29])[CH2:26][CH2:27][O:28][C:23]=4[CH:22]=3)=[O:20])[C@@H:11]([CH3:32])[CH2:10]2)[C:42](=[O:44])[CH3:43])=[CH:4][CH:3]=1, predict the reactants needed to synthesize it. The reactants are: [Cl:1][C:2]1[CH:7]=[CH:6][C:5]([NH:8][C@H:9]2[C:18]3[C:13](=[CH:14][CH:15]=[CH:16][CH:17]=3)[N:12]([C:19]([C:21]3[CH:31]=[CH:30][C:24]4[N:25]([CH3:29])[CH2:26][CH2:27][O:28][C:23]=4[CH:22]=3)=[O:20])[C@@H:11]([CH3:32])[CH2:10]2)=[CH:4][CH:3]=1.C(N(C(C)C)CC)(C)C.[C:42](Cl)(=[O:44])[CH3:43]. (5) Given the product [CH2:14]([N:7]1[C:8]([CH2:10][CH2:11][S:12][CH3:13])=[CH:9][C:5]([C:3]([OH:4])=[O:2])=[C:6]1[CH:21]([CH3:23])[CH3:22])[C:15]1[CH:16]=[CH:17][CH:18]=[CH:19][CH:20]=1.[CH2:36]([N:30]1[C:31]([CH:33]([CH3:35])[CH3:34])=[CH:32][C:28]([C:26]([OH:27])=[O:25])=[C:29]1[CH2:43][CH2:44][S:45][CH3:46])[C:37]1[CH:38]=[CH:39][CH:40]=[CH:41][CH:42]=1, predict the reactants needed to synthesize it. The reactants are: C[O:2][C:3]([C:5]1[CH:9]=[C:8]([CH2:10][CH2:11][S:12][CH3:13])[N:7]([CH2:14][C:15]2[CH:20]=[CH:19][CH:18]=[CH:17][CH:16]=2)[C:6]=1[CH:21]([CH3:23])[CH3:22])=[O:4].C[O:25][C:26]([C:28]1[CH:32]=[C:31]([CH:33]([CH3:35])[CH3:34])[N:30]([CH2:36][C:37]2[CH:42]=[CH:41][CH:40]=[CH:39][CH:38]=2)[C:29]=1[CH2:43][CH2:44][S:45][CH3:46])=[O:27].[OH-].[Na+]. (6) Given the product [Br:1][C:2]1[CH:12]=[CH:11][C:5]2[O:6][C:7]3[C:8](=[O:9])[NH:10][C:19]([CH2:20][NH:15][CH:16]([CH3:21])[CH2:17][CH3:18])=[N:14][C:13]=3[C:4]=2[CH:3]=1, predict the reactants needed to synthesize it. The reactants are: [Br:1][C:2]1[CH:12]=[CH:11][C:5]([O:6][CH2:7][C:8]([NH2:10])=[O:9])=[C:4]([C:13]#[N:14])[CH:3]=1.[NH:15]1[CH2:20][CH2:19][CH2:18][CH2:17][CH2:16]1.[CH:21](N)(CC)C. (7) Given the product [N+:30]([C:29]1[C:24]([O:17][CH2:16][C:15]([N:14]2[CH:9]3[CH2:10][CH2:11][CH:12]2[CH2:13][CH:7]([CH2:6][C:5]2[CH:4]=[CH:3][C:2]([F:1])=[CH:20][CH:19]=2)[CH2:8]3)=[O:18])=[N:25][CH:26]=[C:27]([Cl:33])[CH:28]=1)([O-:32])=[O:31], predict the reactants needed to synthesize it. The reactants are: [F:1][C:2]1[CH:20]=[CH:19][C:5]([CH2:6][CH:7]2[CH2:13][CH:12]3[N:14]([C:15](=[O:18])[CH2:16][OH:17])[CH:9]([CH2:10][CH2:11]3)[CH2:8]2)=[CH:4][CH:3]=1.[H-].[Na+].Cl[C:24]1[C:29]([N+:30]([O-:32])=[O:31])=[CH:28][C:27]([Cl:33])=[CH:26][N:25]=1. (8) Given the product [CH3:6][NH:8][CH2:9][CH2:10][CH2:11][NH:12][C:13](=[O:30])[C@H:14]([CH2:26][CH:27]([CH3:28])[CH3:29])[NH:15][C:16]([O:18][CH2:19][C:20]1[CH:21]=[CH:22][CH:23]=[CH:24][CH:25]=1)=[O:17], predict the reactants needed to synthesize it. The reactants are: CC(O[C:6]([N:8](C)[CH2:9][CH2:10][CH2:11][NH:12][C:13](=[O:30])[C@H:14]([CH2:26][CH:27]([CH3:29])[CH3:28])[NH:15][C:16]([O:18][CH2:19][C:20]1[CH:25]=[CH:24][CH:23]=[CH:22][CH:21]=1)=[O:17])=O)(C)C.Cl.O1CCOCC1. (9) Given the product [NH2:27][C:23]1[N:24]=[CH:25][N:26]=[C:21]([C:2]2[CH:3]=[C:4]([C:18]#[N:19])[N:5]([C:7]3[CH:12]=[C:11]([C:13]([F:16])([F:15])[F:14])[CH:10]=[CH:9][C:8]=3[CH3:17])[CH:6]=2)[CH:22]=1, predict the reactants needed to synthesize it. The reactants are: Br[C:2]1[CH:3]=[C:4]([C:18]#[N:19])[N:5]([C:7]2[CH:12]=[C:11]([C:13]([F:16])([F:15])[F:14])[CH:10]=[CH:9][C:8]=2[CH3:17])[CH:6]=1.Cl[C:21]1[N:26]=[CH:25][N:24]=[C:23]([NH:27]C)[CH:22]=1.